This data is from Forward reaction prediction with 1.9M reactions from USPTO patents (1976-2016). The task is: Predict the product of the given reaction. (1) Given the reactants Br[C:2]1[N:6]=[C:5]([C:7]2[CH:12]=[CH:11][C:10]([O:13][CH:14]([CH3:16])[CH3:15])=[C:9]([Cl:17])[CH:8]=2)[S:4][N:3]=1.[CH3:18][O:19][C:20]1[C:25](/[CH:26]=[CH:27]/[O:28][CH3:29])=[CH:24][CH:23]=[CH:22][C:21]=1B(O)O.P([O-])([O-])([O-])=O.[K+].[K+].[K+], predict the reaction product. The product is: [Cl:17][C:9]1[CH:8]=[C:7]([C:5]2[S:4][N:3]=[C:2]([C:21]3[CH:22]=[CH:23][CH:24]=[C:25](/[CH:26]=[CH:27]/[O:28][CH3:29])[C:20]=3[O:19][CH3:18])[N:6]=2)[CH:12]=[CH:11][C:10]=1[O:13][CH:14]([CH3:16])[CH3:15]. (2) Given the reactants [CH2:1]([CH:8]1[C:16]2[C:11](=[CH:12][CH:13]=[CH:14][CH:15]=2)[C:10]([C:17]2[N:18]=[CH:19][NH:20][CH:21]=2)=[CH:9]1)[C:2]1[CH:7]=[CH:6][CH:5]=[CH:4][CH:3]=1, predict the reaction product. The product is: [CH2:1]([CH:8]1[C:16]2[C:11](=[CH:12][CH:13]=[CH:14][CH:15]=2)[CH:10]([C:17]2[N:18]=[CH:19][NH:20][CH:21]=2)[CH2:9]1)[C:2]1[CH:3]=[CH:4][CH:5]=[CH:6][CH:7]=1. (3) Given the reactants [Si:1]([O:8][CH2:9][C:10]#[C:11][C:12]([C:14]1[CH:19]=[CH:18][CH:17]=[CH:16][CH:15]=1)=[O:13])([C:4]([CH3:7])([CH3:6])[CH3:5])([CH3:3])[CH3:2], predict the reaction product. The product is: [Si:1]([O:8][CH2:9][CH2:10][CH2:11][C:12]([C:14]1[CH:15]=[CH:16][CH:17]=[CH:18][CH:19]=1)=[O:13])([C:4]([CH3:7])([CH3:6])[CH3:5])([CH3:3])[CH3:2]. (4) Given the reactants [C:1]([O:5][OH:6])([CH3:4])([CH3:3])[CH3:2].[OH-].[K+].[CH3:9][CH:10]([CH2:15][C:16]([CH3:19])([CH3:18])[CH3:17])[CH2:11][C:12](Cl)=[O:13], predict the reaction product. The product is: [CH3:9][CH:10]([CH2:15][C:16]([CH3:19])([CH3:18])[CH3:17])[CH2:11][C:12]([O:6][O:5][C:1]([CH3:4])([CH3:3])[CH3:2])=[O:13]. (5) The product is: [Br:1][C:2]1[C:3]2[O:9][CH:21]([CH2:20][OH:23])[CH2:22][C:4]=2[CH:5]=[C:6]([CH3:8])[CH:7]=1. Given the reactants [Br:1][C:2]1[CH:7]=[C:6]([CH3:8])[CH:5]=[CH:4][C:3]=1[OH:9].C(=O)([O-])[O-].[K+].[K+].C(Br)C=C.[CH2:20]([O:23]CC=C)[CH:21]=[CH2:22].C(C1C=C(C)C=C(Br)C=1O)C=C.ClC1C=C(C=CC=1)C(OO)=O, predict the reaction product. (6) Given the reactants [NH2:1][C:2]1[C:3]([C:12]([NH:14][C@:15]([CH3:24])([C:20]([O:22][CH3:23])=[O:21])[CH2:16][CH:17]([CH3:19])[CH3:18])=[O:13])=[CH:4][C:5]2[C:10]([CH:11]=1)=[CH:9][CH:8]=[CH:7][CH:6]=2.[N:25]([C:28]1[C:33]([CH3:34])=[CH:32][C:31]([CH3:35])=[CH:30][C:29]=1[CH3:36])=[C:26]=[O:27], predict the reaction product. The product is: [CH3:24][C@@:15]([C:20]([O:22][CH3:23])=[O:21])([CH2:16][CH:17]([CH3:19])[CH3:18])[NH:14][C:12]([C:3]1[C:2]([NH:1][C:26]([NH:25][C:28]2[C:29]([CH3:36])=[CH:30][C:31]([CH3:35])=[CH:32][C:33]=2[CH3:34])=[O:27])=[CH:11][C:10]2[C:5](=[CH:6][CH:7]=[CH:8][CH:9]=2)[CH:4]=1)=[O:13]. (7) Given the reactants [CH2:1]([S:3]([N:6]1[CH2:13][CH:12]2[CH:8]([CH2:9][NH:10][CH2:11]2)[CH2:7]1)(=[O:5])=[O:4])[CH3:2].CCN(CC)CC.C(OC([N:28]([C:36]1[C:41]([C:42]2[O:43][C:44]([C:47]3[CH:52]=[CH:51][CH:50]=[CH:49][CH:48]=3)=[N:45][N:46]=2)=[N:40][C:39](Br)=[CH:38][N:37]=1)C(=O)OC(C)(C)C)=O)(C)(C)C.FC(F)(F)C(O)=O, predict the reaction product. The product is: [CH2:1]([S:3]([N:6]1[CH2:13][CH:12]2[CH:8]([CH2:9][N:10]([C:39]3[N:40]=[C:41]([C:42]4[O:43][C:44]([C:47]5[CH:52]=[CH:51][CH:50]=[CH:49][CH:48]=5)=[N:45][N:46]=4)[C:36]([NH2:28])=[N:37][CH:38]=3)[CH2:11]2)[CH2:7]1)(=[O:5])=[O:4])[CH3:2]. (8) Given the reactants [N:1]1[CH:6]=[CH:5][CH:4]=[C:3]([CH:7]=[CH:8][C:9]2[CH:25]=[CH:24][C:12]([C:13]([NH:15][C@H:16]([C:21]([OH:23])=[O:22])[CH2:17][CH2:18][S:19][CH3:20])=[O:14])=[C:11]([C:26]3[CH:31]=[CH:30][CH:29]=[CH:28][C:27]=3[CH3:32])[CH:10]=2)[CH:2]=1, predict the reaction product. The product is: [CH2:2]([O:22][C:21](=[O:23])[C@H:16]([CH2:17][CH2:18][S:19][CH3:20])[NH:15][C:13](=[O:14])[C:12]1[CH:24]=[CH:25][C:9]([CH:8]=[CH:7][C:3]2[CH:2]=[N:1][CH:6]=[CH:5][CH:4]=2)=[CH:10][C:11]=1[C:26]1[CH:31]=[CH:30][CH:29]=[CH:28][C:27]=1[CH3:32])[CH2:3][CH2:4][CH3:5].